From a dataset of Catalyst prediction with 721,799 reactions and 888 catalyst types from USPTO. Predict which catalyst facilitates the given reaction. (1) The catalyst class is: 5. Reactant: CN(C)S([N:6]1[CH:10]=[C:9]([C:11]2[CH:16]=[CH:15][CH:14]=[CH:13][CH:12]=2)[N:8]=[C:7]1[CH2:17][NH:18][C:19]1[CH:28]=[N:27][C:26]2[C:21](=[CH:22][CH:23]=[CH:24][CH:25]=2)[N:20]=1)(=O)=O.Cl. Product: [C:11]1([C:9]2[N:8]=[C:7]([CH2:17][NH:18][C:19]3[CH:28]=[N:27][C:26]4[C:21](=[CH:22][CH:23]=[CH:24][CH:25]=4)[N:20]=3)[NH:6][CH:10]=2)[CH:16]=[CH:15][CH:14]=[CH:13][CH:12]=1. (2) Reactant: [Cl:1][C:2]1[CH:3]=[C:4]([C:8]#[C:9][C:10]2[CH2:14][C:13]3([CH2:19][CH2:18][C:17](=[O:20])[CH2:16][CH2:15]3)[O:12][N:11]=2)[CH:5]=[CH:6][CH:7]=1.[CH2:21](O)[CH2:22][CH2:23][OH:24].C1(C)C=CC(S(O)(=O)=O)=CC=1.O. Product: [Cl:1][C:2]1[CH:3]=[C:4]([C:8]#[C:9][C:10]2[CH2:14][C:13]3([CH2:19][CH2:18][C:17]4([O:24][CH2:23][CH2:22][CH2:21][O:20]4)[CH2:16][CH2:15]3)[O:12][N:11]=2)[CH:5]=[CH:6][CH:7]=1. The catalyst class is: 48. (3) Reactant: [H-].[Na+].[C:3](OCC)(=[O:5])[CH3:4].[CH3:9][O:10][C:11]1[CH:16]=[CH:15][C:14]([C:17](=[O:19])[CH3:18])=[CH:13][CH:12]=1.Cl. Product: [CH3:9][O:10][C:11]1[CH:16]=[CH:15][C:14]([C:17](=[O:19])[CH2:18][C:3](=[O:5])[CH3:4])=[CH:13][CH:12]=1. The catalyst class is: 9.